This data is from Forward reaction prediction with 1.9M reactions from USPTO patents (1976-2016). The task is: Predict the product of the given reaction. (1) Given the reactants [Cl:1][C:2]1[NH:7][C:6](=[O:8])[NH:5][C:4](=[O:9])[CH:3]=1.C(=O)([O-])[O-].[K+].[K+].I[CH2:17][CH2:18][CH3:19].[OH-].[Na+], predict the reaction product. The product is: [Cl:1][C:2]1[N:7]([CH2:17][CH2:18][CH3:19])[C:6](=[O:8])[NH:5][C:4](=[O:9])[CH:3]=1. (2) Given the reactants [O:1]=[C:2]([CH2:6][C:7]1[CH:12]=[CH:11][CH:10]=[CH:9][CH:8]=1)[C:3]([OH:5])=O.C(Cl)(=O)C(Cl)=O.CCN(C(C)C)C(C)C.[NH:28]1[CH2:33][CH2:32][CH:31]([NH:34][C:35](=[O:41])[O:36][C:37]([CH3:40])([CH3:39])[CH3:38])[CH2:30][CH2:29]1.C(O)(=O)CC(CC(O)=O)(C(O)=O)O, predict the reaction product. The product is: [C:37]([O:36][C:35](=[O:41])[NH:34][CH:31]1[CH2:32][CH2:33][N:28]([C:3](=[O:5])[C:2](=[O:1])[CH2:6][C:7]2[CH:12]=[CH:11][CH:10]=[CH:9][CH:8]=2)[CH2:29][CH2:30]1)([CH3:40])([CH3:38])[CH3:39].